This data is from CYP3A4 inhibition data for predicting drug metabolism from PubChem BioAssay. The task is: Regression/Classification. Given a drug SMILES string, predict its absorption, distribution, metabolism, or excretion properties. Task type varies by dataset: regression for continuous measurements (e.g., permeability, clearance, half-life) or binary classification for categorical outcomes (e.g., BBB penetration, CYP inhibition). Dataset: cyp3a4_veith. (1) The drug is N#Cc1ccc(CN2CCC3(CC2)CCN(C(=O)c2csnn2)CC3)cc1. The result is 0 (non-inhibitor). (2) The drug is O=[N+]([O-])c1ccc(N2CCNCC2)cc1NC1CC1. The result is 0 (non-inhibitor). (3) The molecule is COc1ccc(CCN(C)Cc2ccc(OCc3ccccc3)c(OC)c2)cc1OC. The result is 1 (inhibitor). (4) The compound is CC(=O)Nc1ccc(NC(=O)CC2Nc3cccc4cccc(c34)NC2=O)cc1. The result is 1 (inhibitor). (5) The molecule is C/C(CCN1CCCc2nc(C)c(C)cc21)=N\OC[C@@H](O)COCc1ccco1. The result is 1 (inhibitor). (6) The molecule is CCC(C)[C@H](NC(=O)NC1CCN(Cc2ccccc2)CC1)C(=O)OC. The result is 0 (non-inhibitor). (7) The compound is O=C(COC(=O)c1cccc(S(=O)(=O)N2CCN(c3ccccc3)CC2)c1)NCc1ccco1. The result is 1 (inhibitor). (8) The compound is CC(C(=O)Nc1cccnc1)N1C(=O)C2C3C=CC(C3)C2C1=O. The result is 1 (inhibitor).